From a dataset of Catalyst prediction with 721,799 reactions and 888 catalyst types from USPTO. Predict which catalyst facilitates the given reaction. (1) Reactant: [OH:1][C:2]1[CH:11]=[C:10]([CH:12]=[CH2:13])[CH:9]=[CH:8][C:3]=1[C:4]([O:6][CH3:7])=[O:5]. Product: [CH2:12]([C:10]1[CH:9]=[CH:8][C:3]([C:4]([O:6][CH3:7])=[O:5])=[C:2]([OH:1])[CH:11]=1)[CH3:13]. The catalyst class is: 178. (2) Product: [Br:8][C:6]1[CH:5]=[N:4][CH:3]=[C:2]([N:15]2[CH2:19][CH2:18][CH2:17][CH2:16]2)[CH:7]=1. Reactant: Br[C:2]1[CH:3]=[N:4][CH:5]=[C:6]([Br:8])[CH:7]=1.CC(C)([O-])C.[Na+].[NH:15]1[CH2:19][CH2:18][CH2:17][CH2:16]1. The catalyst class is: 733. (3) Reactant: [N:1]12[CH2:8][CH2:7][CH:4]([CH2:5][CH2:6]1)[C@@H:3]([NH:9][C:10]([C:12]1[N:13]=[CH:14][C:15]3[N:16]([C:18](Br)=[CH:19][CH:20]=3)[CH:17]=1)=[O:11])[CH2:2]2.[C:22]([OH:31])(=[O:30])[C@H:23]([C@@H:25]([C:27]([OH:29])=[O:28])[OH:26])[OH:24].[CH3:32][N:33](C=O)C. Product: [C:27]([CH:25]([CH:23]([C:22]([OH:31])=[O:30])[OH:24])[OH:26])([OH:29])=[O:28].[N:1]12[CH2:8][CH2:7][CH:4]([CH2:5][CH2:6]1)[C@@H:3]([NH:9][C:10]([C:12]1[N:13]=[CH:14][C:15]3[N:16]([C:18]([C:32]#[N:33])=[CH:19][CH:20]=3)[CH:17]=1)=[O:11])[CH2:2]2. The catalyst class is: 267.